Task: Predict the reaction yield, written as a fraction of the theoretical maximum amount of product (1.0 means a 100% yield; for example, 0.34 means a 34% yield).. Dataset: Reaction yield outcomes from USPTO patents with 853,638 reactions The reactants are [CH3:1][C@@H:2]([C@@H:33]([OH:35])[CH3:34])[C@@H:3]1[O:5][C@H:4]1[CH2:6][C@@H:7]1[C@@H:12]([OH:13])[C@@H:11]([OH:14])[C@H:10]([CH2:15]/[C:16](/[CH3:32])=[CH:17]/[C:18]([O:20][CH2:21][CH2:22][CH2:23][CH2:24][CH2:25][CH2:26][CH2:27][CH2:28][C:29]([OH:31])=[O:30])=[O:19])[O:9][CH2:8]1.[O-2:36].[Ca+2:37]. The catalyst is C(OCC(C)C)(=O)C.O. The product is [CH3:1][C@H:2]([C@H:3]1[C@H:4]([CH2:6][C@H:7]2[CH2:8][O:9][C@@H:10]([CH2:15]/[C:16](/[CH3:32])=[CH:17]/[C:18]([O:20][CH2:21][CH2:22][CH2:23][CH2:24][CH2:25][CH2:26][CH2:27][CH2:28][C:29]([O-:31])=[O:30])=[O:19])[C@H:11]([OH:14])[C@@H:12]2[OH:13])[O:5]1)[C@H:33]([CH3:34])[OH:35].[CH3:1][C@H:2]([C@H:3]1[C@H:4]([CH2:6][C@H:7]2[CH2:8][O:9][C@@H:10]([CH2:15]/[C:16](/[CH3:32])=[CH:17]/[C:18]([O:20][CH2:21][CH2:22][CH2:23][CH2:24][CH2:25][CH2:26][CH2:27][CH2:28][C:29]([O-:31])=[O:30])=[O:19])[C@H:11]([OH:14])[C@@H:12]2[OH:13])[O:5]1)[C@H:33]([CH3:34])[OH:35].[OH2:36].[OH2:5].[Ca+2:37]. The yield is 0.620.